From a dataset of Full USPTO retrosynthesis dataset with 1.9M reactions from patents (1976-2016). Predict the reactants needed to synthesize the given product. (1) The reactants are: Cl[C:2]1[N:3]([CH2:19][C:20]2[CH:25]=[CH:24][C:23]([C:26]3[CH:31]=[CH:30][N:29]=[CH:28][CH:27]=3)=[CH:22][CH:21]=2)[N:4]=[C:5]2[C:10]=1[C:9](=[O:11])[N:8]([CH3:12])[C:7](=[O:13])[N:6]2[CH2:14][C:15]([CH3:18])([CH3:17])[CH3:16].C(=O)([O-])[O-].[K+].[K+].[C:38]1([OH:44])[CH:43]=[CH:42][CH:41]=[CH:40][CH:39]=1.O1CCOCC1. Given the product [CH3:12][N:8]1[C:9](=[O:11])[C:10]2=[C:2]([O:44][C:38]3[CH:43]=[CH:42][CH:41]=[CH:40][CH:39]=3)[N:3]([CH2:19][C:20]3[CH:25]=[CH:24][C:23]([C:26]4[CH:31]=[CH:30][N:29]=[CH:28][CH:27]=4)=[CH:22][CH:21]=3)[N:4]=[C:5]2[N:6]([CH2:14][C:15]([CH3:18])([CH3:16])[CH3:17])[C:7]1=[O:13], predict the reactants needed to synthesize it. (2) Given the product [C:1]([C:9]1[CH:24]=[C:23]([O:25][C:26]([F:27])([F:28])[F:29])[CH:22]=[CH:21][C:10]=1[O:11][CH:12]([CH3:20])[CH2:13][CH2:14][S:42][C:39]1[CH:40]=[CH:41][C:36]([O:35][CH2:34][C:33]([OH:32])=[O:44])=[C:37]([CH3:43])[CH:38]=1)(=[O:8])[C:2]1[CH:3]=[CH:4][CH:5]=[CH:6][CH:7]=1, predict the reactants needed to synthesize it. The reactants are: [C:1]([C:9]1[CH:24]=[C:23]([O:25][C:26]([F:29])([F:28])[F:27])[CH:22]=[CH:21][C:10]=1[O:11][CH:12]([CH3:20])[CH2:13][CH2:14]OS(C)(=O)=O)(=[O:8])[C:2]1[CH:7]=[CH:6][CH:5]=[CH:4][CH:3]=1.C([O:32][C:33](=[O:44])[CH2:34][O:35][C:36]1[CH:41]=[CH:40][C:39]([SH:42])=[CH:38][C:37]=1[CH3:43])C. (3) Given the product [CH3:3][O:4][C:5]1[N:10]=[CH:9][C:8]([CH2:11][C:12]([OH:14])=[O:13])=[CH:7][CH:6]=1, predict the reactants needed to synthesize it. The reactants are: [OH-].[Na+].[CH3:3][O:4][C:5]1[N:10]=[CH:9][C:8]([CH:11](C(OCC)=O)[C:12]([O:14]CC)=[O:13])=[CH:7][CH:6]=1.Cl.C([O-])(O)=O.[Na+]. (4) The reactants are: [NH2:1][CH2:2][CH:3]([CH3:7])[C:4]([OH:6])=[O:5].S(Cl)([Cl:10])=O.[CH2:12](O)[CH3:13]. Given the product [ClH:10].[CH2:12]([O:5][C:4](=[O:6])[CH:3]([CH3:7])[CH2:2][NH2:1])[CH3:13], predict the reactants needed to synthesize it. (5) Given the product [F:9][C:6]1[CH:7]=[CH:8][C:3]([CH2:2][C:11]#[N:12])=[CH:4][C:5]=1[I:10], predict the reactants needed to synthesize it. The reactants are: Br[CH2:2][C:3]1[CH:8]=[CH:7][C:6]([F:9])=[C:5]([I:10])[CH:4]=1.[C-:11]#[N:12].[Li+]. (6) Given the product [ClH:29].[CH:1]1([C:4]2[CH:13]=[C:12]3[C:7]([C:8](=[O:27])[N:9]([CH:14]4[CH2:19][CH2:18][CH2:17][NH:16][CH2:15]4)[CH:10]=[N:11]3)=[C:6]([F:28])[CH:5]=2)[CH2:2][CH2:3]1, predict the reactants needed to synthesize it. The reactants are: [CH:1]1([C:4]2[CH:13]=[C:12]3[C:7]([C:8](=[O:27])[N:9]([CH:14]4[CH2:19][CH2:18][CH2:17][N:16](C(OC(C)(C)C)=O)[CH2:15]4)[CH:10]=[N:11]3)=[C:6]([F:28])[CH:5]=2)[CH2:3][CH2:2]1.[ClH:29].CO. (7) Given the product [CH2:22]([N:29]1[CH2:33][CH2:32][C@H:31]2[CH2:34][N:35]([C:15]3[CH:16]=[CH:17][CH:18]=[C:19]4[C:14]=3[N:13]=[CH:12][C:11]([S:8]([C:4]3[CH:5]=[CH:6][CH:7]=[C:2]([F:1])[CH:3]=3)(=[O:10])=[O:9])=[CH:20]4)[CH2:36][C@@H:30]12)[C:23]1[CH:28]=[CH:27][CH:26]=[CH:25][CH:24]=1, predict the reactants needed to synthesize it. The reactants are: [F:1][C:2]1[CH:3]=[C:4]([S:8]([C:11]2[CH:12]=[N:13][C:14]3[C:19]([CH:20]=2)=[CH:18][CH:17]=[CH:16][C:15]=3I)(=[O:10])=[O:9])[CH:5]=[CH:6][CH:7]=1.[CH2:22]([N:29]1[CH2:33][CH2:32][C@H:31]2[CH2:34][NH:35][CH2:36][C@@H:30]12)[C:23]1[CH:28]=[CH:27][CH:26]=[CH:25][CH:24]=1. (8) Given the product [CH3:21][S:22][C:23]1[CH:29]=[CH:28][C:26]([NH:27][C:4]2[C:9]([N+:10]([O-:12])=[O:11])=[CH:8][CH:7]=[C:6]([Cl:13])[N:5]=2)=[CH:25][CH:24]=1, predict the reactants needed to synthesize it. The reactants are: CO.Cl[C:4]1[C:9]([N+:10]([O-:12])=[O:11])=[CH:8][CH:7]=[C:6]([Cl:13])[N:5]=1.C(N(CC)CC)C.[CH3:21][S:22][C:23]1[CH:29]=[CH:28][C:26]([NH2:27])=[CH:25][CH:24]=1. (9) Given the product [C:1]([O:5][C:6](=[O:45])[NH:7][C:8]1[CH:13]=[CH:12][C:11]([C:14]([F:16])([F:15])[F:17])=[CH:10][C:9]=1[C:18](=[O:44])[NH:19][C@H:20]1[CH2:24][CH2:23][N:22]([C@@H:25]([CH2:31][NH:32][CH2:33][C:48]2[CH:51]=[CH:52][C:53]([CH3:55])=[CH:54][C:47]=2[CH3:46])[C@@H:26]([OH:30])[CH2:27][CH2:28][CH3:29])[C:21]1=[O:43])([CH3:4])([CH3:2])[CH3:3], predict the reactants needed to synthesize it. The reactants are: [C:1]([O:5][C:6](=[O:45])[NH:7][C:8]1[CH:13]=[CH:12][C:11]([C:14]([F:17])([F:16])[F:15])=[CH:10][C:9]=1[C:18](=[O:44])[NH:19][C@H:20]1[CH2:24][CH2:23][N:22]([C@@H:25]([CH2:31][NH:32][C:33](OCC2C=CC=CC=2)=O)[C@@H:26]([OH:30])[C:27]#[C:28][CH3:29])[C:21]1=[O:43])([CH3:4])([CH3:3])[CH3:2].[CH3:46][C:47]1[CH:54]=[C:53]([CH3:55])[CH:52]=[CH:51][C:48]=1C=O.C([BH3-])#N.[Na+].